From a dataset of Reaction yield outcomes from USPTO patents with 853,638 reactions. Predict the reaction yield, written as a fraction of the theoretical maximum amount of product (1.0 means a 100% yield; for example, 0.34 means a 34% yield). The reactants are [CH3:1][CH:2]1[CH2:10][C:9]2[C:4](=[C:5]([CH3:12])[CH:6]=[CH:7][C:8]=2[CH3:11])[CH:3]1O.O.C1(C)C=CC(S(O)(=O)=O)=CC=1. The catalyst is C1(C)C=CC=CC=1. The product is [CH3:1][C:2]1[CH2:10][C:9]2[C:4]([CH:3]=1)=[C:5]([CH3:12])[CH:6]=[CH:7][C:8]=2[CH3:11]. The yield is 0.890.